Dataset: Catalyst prediction with 721,799 reactions and 888 catalyst types from USPTO. Task: Predict which catalyst facilitates the given reaction. (1) The catalyst class is: 793. Product: [Br:16][C:12]1[C:11]([O:17][C:18]2[CH:23]=[CH:22][C:21]([C:24]([F:25])([F:26])[F:27])=[CH:20][N:19]=2)=[C:10]([CH2:9][CH2:8][NH2:7])[CH:15]=[CH:14][CH:13]=1. Reactant: C(OC(=O)[NH:7][CH2:8][CH2:9][C:10]1[CH:15]=[CH:14][CH:13]=[C:12]([Br:16])[C:11]=1[O:17][C:18]1[CH:23]=[CH:22][C:21]([C:24]([F:27])([F:26])[F:25])=[CH:20][N:19]=1)(C)(C)C.C(O)(C(F)(F)F)=O. (2) Reactant: F[P-](F)(F)(F)(F)F.N1(O[P+](N(C)C)(N(C)C)N(C)C)C2C=CC=CC=2N=N1.[NH2:28][C@H:29]1[CH2:34][CH2:33][C@H:32]([NH:35][C:36]2[CH:37]=[C:38]([NH:55][CH:56]3[CH2:58][CH2:57]3)[C:39]3[N:40]([C:42]([C:45]([NH:47][C:48]4[CH:53]=[CH:52][N:51]=[C:50]([Cl:54])[CH:49]=4)=[O:46])=[CH:43][N:44]=3)[N:41]=2)[CH2:31][CH2:30]1.CCN(C(C)C)C(C)C.[C:68]([CH2:70][C:71](O)=[O:72])#[N:69]. Product: [Cl:54][C:50]1[CH:49]=[C:48]([NH:47][C:45]([C:42]2[N:40]3[N:41]=[C:36]([NH:35][C@H:32]4[CH2:31][CH2:30][C@H:29]([NH:28][C:71](=[O:72])[CH2:70][C:68]#[N:69])[CH2:34][CH2:33]4)[CH:37]=[C:38]([NH:55][CH:56]4[CH2:57][CH2:58]4)[C:39]3=[N:44][CH:43]=2)=[O:46])[CH:53]=[CH:52][N:51]=1. The catalyst class is: 2. (3) Reactant: [CH2:1]([O:3][C:4]1[CH:5]=[C:6]2[C:11](=[C:12]3[CH2:16][C:15]([CH3:18])([CH3:17])[O:14][C:13]=13)[C:10]([C:19]1[CH:29]=[CH:28][C:22]([C:23]([O:25][CH2:26][CH3:27])=[O:24])=[C:21]([NH:30][CH2:31][C:32]3[CH:37]=[CH:36][CH:35]=[CH:34][CH:33]=3)[CH:20]=1)=[N:9][C:8]([CH3:39])([CH3:38])[CH2:7]2)[CH3:2].C(N(CC)CC)C.[C:47](Cl)(=[O:49])[CH3:48].[H-].[Na+]. Product: [C:47]([N:30]([CH2:31][C:32]1[CH:33]=[CH:34][CH:35]=[CH:36][CH:37]=1)[C:21]1[CH:20]=[C:19]([C:10]2[C:11]3[C:6](=[CH:5][C:4]([O:3][CH2:1][CH3:2])=[C:13]4[O:14][C:15]([CH3:17])([CH3:18])[CH2:16][C:12]4=3)[CH2:7][C:8]([CH3:39])([CH3:38])[N:9]=2)[CH:29]=[CH:28][C:22]=1[C:23]([O:25][CH2:26][CH3:27])=[O:24])(=[O:49])[CH3:48]. The catalyst class is: 7. (4) Reactant: [BH4-].[Na+].[Cl:3][C:4]1[CH:5]=[C:6]2[N:24]([CH2:25][O:26][CH2:27][CH2:28][Si:29]([CH3:32])([CH3:31])[CH3:30])[C:23]([O:33][C@H:34]3[C@H:38]4[O:39][CH2:40][C@@H:41]([O:42][CH2:43][CH:44]=[O:45])[C@H:37]4[O:36][CH2:35]3)=[N:22][C:7]2=[N:8][C:9]=1[C:10]1[CH:15]=[CH:14][C:13]([C:16]2[CH:21]=[CH:20][CH:19]=[CH:18][CH:17]=2)=[CH:12][CH:11]=1. Product: [Cl:3][C:4]1[CH:5]=[C:6]2[N:24]([CH2:25][O:26][CH2:27][CH2:28][Si:29]([CH3:32])([CH3:31])[CH3:30])[C:23]([O:33][C@H:34]3[C@H:38]4[O:39][CH2:40][C@@H:41]([O:42][CH2:43][CH2:44][OH:45])[C@H:37]4[O:36][CH2:35]3)=[N:22][C:7]2=[N:8][C:9]=1[C:10]1[CH:15]=[CH:14][C:13]([C:16]2[CH:21]=[CH:20][CH:19]=[CH:18][CH:17]=2)=[CH:12][CH:11]=1. The catalyst class is: 5. (5) Reactant: [Br:1][C:2]1[C:3]([C@@H:9]([NH2:18])[CH2:10][C:11]2[CH:16]=[CH:15][CH:14]=[C:13]([F:17])[CH:12]=2)=[N:4][C:5]([Br:8])=[CH:6][CH:7]=1.CCN(C(C)C)C(C)C.[CH3:28][C:29]([O:32][C:33](O[C:33]([O:32][C:29]([CH3:31])([CH3:30])[CH3:28])=[O:34])=[O:34])([CH3:31])[CH3:30]. Product: [Br:1][C:2]1[C:3]([C@@H:9]([NH:18][C:33](=[O:34])[O:32][C:29]([CH3:31])([CH3:30])[CH3:28])[CH2:10][C:11]2[CH:16]=[CH:15][CH:14]=[C:13]([F:17])[CH:12]=2)=[N:4][C:5]([Br:8])=[CH:6][CH:7]=1. The catalyst class is: 2. (6) Reactant: [Br:1][C:2]1[CH:3]=[N:4][C:5]([O:8]N2C3=NC=CC=C3N=N2)=[N:6][CH:7]=1.[C:18]([C:21]1[CH:26]=[CH:25][CH:24]=[CH:23][C:22]=1B(O)O)(=[O:20])[CH3:19].C([O-])([O-])=O.[Cs+].[Cs+]. Product: [Br:1][C:2]1[CH:7]=[N:6][C:5]([O:8][C:22]2[CH:23]=[CH:24][CH:25]=[CH:26][C:21]=2[C:18](=[O:20])[CH3:19])=[N:4][CH:3]=1. The catalyst class is: 104. (7) Reactant: C([O:8][C:9]1[CH:10]=[C:11]([C:21]2[NH:29][C:24]3=[N:25][CH:26]=[CH:27][CH:28]=[C:23]3[CH:22]=2)[CH:12]=[C:13]([O:15][C@@H:16]([CH3:20])[CH2:17][O:18][CH3:19])[CH:14]=1)C1C=CC=CC=1.C([O-])=O.[NH4+]. Product: [CH3:19][O:18][CH2:17][C@H:16]([CH3:20])[O:15][C:13]1[CH:14]=[C:9]([OH:8])[CH:10]=[C:11]([C:21]2[NH:29][C:24]3=[N:25][CH:26]=[CH:27][CH:28]=[C:23]3[CH:22]=2)[CH:12]=1. The catalyst class is: 29. (8) Reactant: [CH3:1][C:2]1[CH:3]=[C:4]([C:19]2[S:23][C:22]([C:24]3(O)[CH2:29][CH2:28][S:27][CH2:26][CH2:25]3)=[N:21][CH:20]=2)[CH:5]=[C:6]([NH:8][C:9]2[N:14]=[C:13]([C:15]([F:18])([F:17])[F:16])[CH:12]=[CH:11][N:10]=2)[CH:7]=1.CS(O)(=O)=O.O=P12OP3(OP(OP(O3)(O1)=O)(=O)O2)=O. Product: [S:27]1[CH2:26][CH:25]=[C:24]([C:22]2[S:23][C:19]([C:4]3[CH:5]=[C:6]([NH:8][C:9]4[N:14]=[C:13]([C:15]([F:16])([F:17])[F:18])[CH:12]=[CH:11][N:10]=4)[CH:7]=[C:2]([CH3:1])[CH:3]=3)=[CH:20][N:21]=2)[CH2:29][CH2:28]1. The catalyst class is: 250.